Dataset: Reaction yield outcomes from USPTO patents with 853,638 reactions. Task: Predict the reaction yield, written as a fraction of the theoretical maximum amount of product (1.0 means a 100% yield; for example, 0.34 means a 34% yield). (1) The yield is 0.420. The product is [CH3:1][N:2]([CH3:15])[C:3]([N:5]1[CH2:9][CH:8]2[CH2:10][C:11]([C:13]#[N:14])([CH:17]3[CH2:21][CH2:20][CH2:19][CH2:18]3)[CH2:12][CH:7]2[CH2:6]1)=[O:4]. The reactants are [CH3:1][N:2]([CH3:15])[C:3]([N:5]1[CH2:9][CH:8]2[CH2:10][CH:11]([C:13]#[N:14])[CH2:12][CH:7]2[CH2:6]1)=[O:4].I[CH:17]1[CH2:21][CH2:20][CH2:19][CH2:18]1.C[Si](C)(C)[N-][Si](C)(C)C.[Li+]. The catalyst is CN(C)C=O.O. (2) The reactants are Br[CH:2]1[C:11]2[C:6](=[CH:7][CH:8]=[C:9]([O:12][CH:13]([CH3:15])[CH3:14])[CH:10]=2)[C:5]([CH3:17])([CH3:16])[O:4][CH2:3]1.C(=O)([O-])[O-].[Cs+].[Cs+].[NH2:24][CH2:25][C@@H:26]([OH:45])[C@@H:27]([NH:37][C:38](=[O:44])[O:39][C:40]([CH3:43])([CH3:42])[CH3:41])[CH2:28][C:29]1[CH:34]=[C:33]([F:35])[CH:32]=[C:31]([F:36])[CH:30]=1. The catalyst is CN(C)C=O.C(OCC)(=O)C. The product is [F:35][C:33]1[CH:34]=[C:29]([CH:30]=[C:31]([F:36])[CH:32]=1)[CH2:28][C@H:27]([NH:37][C:38](=[O:44])[O:39][C:40]([CH3:43])([CH3:42])[CH3:41])[C@H:26]([OH:45])[CH2:25][NH:24][CH:2]1[C:11]2[C:6](=[CH:7][CH:8]=[C:9]([O:12][CH:13]([CH3:15])[CH3:14])[CH:10]=2)[C:5]([CH3:17])([CH3:16])[O:4][CH2:3]1. The yield is 0.470. (3) The reactants are Cl.[NH2:2][C:3]1[N:4]=[C:5]2[CH:10]=[CH:9][C:8]([O:11][C:12]3[CH:13]=[CH:14][C:15]([CH3:28])=[C:16]([NH:18][C:19]([C:21]4[N:25]([CH3:26])[N:24]=[C:23]([CH3:27])[CH:22]=4)=[O:20])[CH:17]=3)=[N:7][N:6]2[CH:29]=1.[CH:30]1([C:34](Cl)=[O:35])[CH2:33][CH2:32][CH2:31]1. The catalyst is CN(C)C(=O)C. The product is [CH:30]1([C:34]([NH:2][C:3]2[N:4]=[C:5]3[CH:10]=[CH:9][C:8]([O:11][C:12]4[CH:13]=[CH:14][C:15]([CH3:28])=[C:16]([NH:18][C:19]([C:21]5[N:25]([CH3:26])[N:24]=[C:23]([CH3:27])[CH:22]=5)=[O:20])[CH:17]=4)=[N:7][N:6]3[CH:29]=2)=[O:35])[CH2:33][CH2:32][CH2:31]1. The yield is 0.760. (4) The reactants are [F:1][C:2]1[CH:3]=[C:4]([C:23]2[CH:28]=[CH:27][C:26]([C:29]([C@@H:31]3[CH2:35][CH2:34][CH2:33][C@H:32]3[C:36]([O:38]C)=[O:37])=[O:30])=[CH:25][CH:24]=2)[CH:5]=[CH:6][C:7]=1[NH:8][C:9]1[S:10][C:11]2[CH:17]=[C:16]([O:18][C:19]([F:22])([F:21])[F:20])[CH:15]=[CH:14][C:12]=2[N:13]=1. The catalyst is C1COCC1.O1CCOCC1.[OH-].[Na+]. The product is [F:1][C:2]1[CH:3]=[C:4]([C:23]2[CH:28]=[CH:27][C:26]([C:29]([C@@H:31]3[CH2:35][CH2:34][CH2:33][C@H:32]3[C:36]([OH:38])=[O:37])=[O:30])=[CH:25][CH:24]=2)[CH:5]=[CH:6][C:7]=1[NH:8][C:9]1[S:10][C:11]2[CH:17]=[C:16]([O:18][C:19]([F:21])([F:20])[F:22])[CH:15]=[CH:14][C:12]=2[N:13]=1. The yield is 0.800. (5) The reactants are [CH3:1][N:2]1[C:11]2[C:6](=[CH:7][C:8]([C:18]#[N:19])=[C:9]([C:12]3[CH:13]=[N:14][N:15]([CH3:17])[CH:16]=3)[CH:10]=2)[NH:5][CH2:4][CH:3]1[CH3:20].Br[C:22]1[C:26]2[CH2:27][N:28]([C:31]([O:33][C:34]([CH3:37])([CH3:36])[CH3:35])=[O:32])[CH2:29][CH2:30][C:25]=2[N:24]([CH:38]2[CH2:43][CH2:42][O:41][CH2:40][CH2:39]2)[N:23]=1.C(O[Na])(C)(C)C.C1(P(C2CCCCC2)C2C=CC=CC=2C2C(OC(C)C)=CC=CC=2OC(C)C)CCCCC1. The product is [C:18]([C:8]1[CH:7]=[C:6]2[C:11]([N:2]([CH3:1])[CH:3]([CH3:20])[CH2:4][N:5]2[C:22]2[C:26]3[CH2:27][N:28]([C:31]([O:33][C:34]([CH3:36])([CH3:37])[CH3:35])=[O:32])[CH2:29][CH2:30][C:25]=3[N:24]([CH:38]3[CH2:39][CH2:40][O:41][CH2:42][CH2:43]3)[N:23]=2)=[CH:10][C:9]=1[C:12]1[CH:13]=[N:14][N:15]([CH3:17])[CH:16]=1)#[N:19]. The catalyst is O1CCOCC1. The yield is 0.580. (6) The reactants are Cl[C:2]1[N:7]=[C:6]([NH:8][C:9]2[CH:14]=[CH:13][CH:12]=[CH:11][C:10]=2[S:15]([CH:18]([CH3:20])[CH3:19])(=[O:17])=[O:16])[C:5]([Cl:21])=[CH:4][N:3]=1.[CH3:22][P:23]([C:26]1[CH:32]=[CH:31][C:29]([NH2:30])=[C:28]([O:33][C:34]([F:37])([F:36])[F:35])[CH:27]=1)([CH3:25])=[O:24].[OH-].[Na+]. The catalyst is COCCO. The product is [Cl:21][C:5]1[C:6]([NH:8][C:9]2[CH:14]=[CH:13][CH:12]=[CH:11][C:10]=2[S:15]([CH:18]([CH3:20])[CH3:19])(=[O:17])=[O:16])=[N:7][C:2]([NH:30][C:29]2[CH:31]=[CH:32][C:26]([P:23]([CH3:25])([CH3:22])=[O:24])=[CH:27][C:28]=2[O:33][C:34]([F:37])([F:35])[F:36])=[N:3][CH:4]=1. The yield is 0.0900. (7) The product is [Cl:1][C:2]1[N:3]=[CH:4][C:5]2[NH:10][CH:9]=[CH:8][C:6]=2[N:7]=1. The yield is 0.610. The reactants are [Cl:1][C:2]1[N:3]=[C:4](Cl)[C:5]2[NH:10][CH:9]=[CH:8][C:6]=2[N:7]=1.C(=O)([O-])O.[Na+]. The catalyst is C(O)C.[Pd].